From a dataset of Full USPTO retrosynthesis dataset with 1.9M reactions from patents (1976-2016). Predict the reactants needed to synthesize the given product. (1) Given the product [CH2:20]([C:19]([C:16]1[CH:17]=[CH:18][C:13]([C:11]2[CH:12]=[C:7]([CH2:6][C:5]([OH:41])=[O:4])[CH:8]=[N:9][CH:10]=2)=[C:14]([CH3:40])[CH:15]=1)([C:22]1[CH:27]=[CH:26][C:25](/[CH:28]=[CH:29]/[C:30]2([OH:36])[CH2:31][CH2:32][O:33][CH2:34][CH2:35]2)=[C:24]([CH3:37])[CH:23]=1)[CH2:38][CH3:39])[CH3:21], predict the reactants needed to synthesize it. The reactants are: [OH-].[Na+].C[O:4][C:5](=[O:41])[CH2:6][C:7]1[CH:8]=[N:9][CH:10]=[C:11]([C:13]2[CH:18]=[CH:17][C:16]([C:19]([CH2:38][CH3:39])([C:22]3[CH:27]=[CH:26][C:25](/[CH:28]=[CH:29]/[C:30]4([OH:36])[CH2:35][CH2:34][O:33][CH2:32][CH2:31]4)=[C:24]([CH3:37])[CH:23]=3)[CH2:20][CH3:21])=[CH:15][C:14]=2[CH3:40])[CH:12]=1. (2) The reactants are: [CH:1]1([C:5]2[CH:10]=[CH:9][C:8]([C:11]3[CH:15]=[C:14]([CH2:16][C:17]([O:19][CH3:20])=[O:18])[O:13][N:12]=3)=[C:7]([C:21]([F:24])([F:23])[F:22])[CH:6]=2)[CH2:4][CH2:3][CH2:2]1.C1(C2C=CC(C3C=C(C([N:44]([C:53]([O:55][C:56]([CH3:59])([CH3:58])[CH3:57])=[O:54])[NH:45][C:46]([O:48][C:49]([CH3:52])([CH3:51])[CH3:50])=[O:47])C(OC)=O)ON=3)=C(C(F)(F)F)C=2)CC1. Given the product [CH:1]1([C:5]2[CH:10]=[CH:9][C:8]([C:11]3[CH:15]=[C:14]([CH:16]([N:44]([C:53]([O:55][C:56]([CH3:59])([CH3:58])[CH3:57])=[O:54])[NH:45][C:46]([O:48][C:49]([CH3:50])([CH3:51])[CH3:52])=[O:47])[C:17]([O:19][CH3:20])=[O:18])[O:13][N:12]=3)=[C:7]([C:21]([F:23])([F:24])[F:22])[CH:6]=2)[CH2:4][CH2:3][CH2:2]1, predict the reactants needed to synthesize it. (3) Given the product [CH3:1][C:2]1[C:6]([CH:7]([C:10]2[O:11][C:12]3[CH:18]=[CH:17][C:16]([CH2:19][C:20]([NH:33][C@H:32]([C:26]4[CH:27]=[CH:28][C:29]([CH3:31])=[CH:30][C:25]=4[CH3:24])[C:34]4[CH:35]=[CH:36][CH:37]=[CH:38][CH:39]=4)=[O:21])=[CH:15][C:13]=3[CH:14]=2)[CH2:8][OH:9])=[C:5]([CH3:23])[O:4][N:3]=1, predict the reactants needed to synthesize it. The reactants are: [CH3:1][C:2]1[C:6]([CH:7]([C:10]2[O:11][C:12]3[CH:18]=[CH:17][C:16]([CH2:19][C:20](O)=[O:21])=[CH:15][C:13]=3[CH:14]=2)[CH2:8][OH:9])=[C:5]([CH3:23])[O:4][N:3]=1.[CH3:24][C:25]1[CH:30]=[C:29]([CH3:31])[CH:28]=[CH:27][C:26]=1[C@H:32]([C:34]1[CH:39]=[CH:38][CH:37]=[CH:36][CH:35]=1)[NH2:33].C(OCC#N)(C)C.